Dataset: Full USPTO retrosynthesis dataset with 1.9M reactions from patents (1976-2016). Task: Predict the reactants needed to synthesize the given product. (1) Given the product [CH2:1]([C:3]1[CH:8]=[C:7]([CH:9]=[O:10])[CH:6]=[C:5]([CH3:11])[C:4]=1[CH2:12][CH2:13][C:14]([OH:16])=[O:15])[CH3:2], predict the reactants needed to synthesize it. The reactants are: [CH2:1]([C:3]1[CH:8]=[C:7]([CH2:9][OH:10])[CH:6]=[C:5]([CH3:11])[C:4]=1[CH2:12][CH2:13][C:14]([OH:16])=[O:15])[CH3:2]. (2) Given the product [F:1][C:2]1[CH:18]=[CH:17][C:5]([O:6][C:7]2[N:12]=[CH:11][C:10]([CH:13]([NH:25][S@@:23]([C:20]([CH3:22])([CH3:21])[CH3:19])=[O:24])[CH3:14])=[CH:9][C:8]=2[CH3:16])=[CH:4][CH:3]=1, predict the reactants needed to synthesize it. The reactants are: [F:1][C:2]1[CH:18]=[CH:17][C:5]([O:6][C:7]2[N:12]=[CH:11][C:10]([C:13](=O)[CH3:14])=[CH:9][C:8]=2[CH3:16])=[CH:4][CH:3]=1.[CH3:19][C:20]([S@:23]([NH2:25])=[O:24])([CH3:22])[CH3:21]. (3) Given the product [C:1]([O:5][C:6]([N:8]1[CH2:13][CH2:12][C:11]2[C:14]([C:18]3[S:19][CH:20]=[C:21]([CH3:23])[N:22]=3)=[C:15]([NH:17][C:32]([C:24]3[CH2:28][CH2:27][CH2:26][C:25]=3[C:29]([OH:31])=[O:30])=[O:33])[S:16][C:10]=2[CH2:9]1)=[O:7])([CH3:4])([CH3:3])[CH3:2], predict the reactants needed to synthesize it. The reactants are: [C:1]([O:5][C:6]([N:8]1[CH2:13][CH2:12][C:11]2[C:14]([C:18]3[S:19][CH:20]=[C:21]([CH3:23])[N:22]=3)=[C:15]([NH2:17])[S:16][C:10]=2[CH2:9]1)=[O:7])([CH3:4])([CH3:3])[CH3:2].[C:24]12[C:32](=[O:33])[O:31][C:29](=[O:30])[C:25]=1[CH2:26][CH2:27][CH2:28]2.